This data is from NCI-60 drug combinations with 297,098 pairs across 59 cell lines. The task is: Regression. Given two drug SMILES strings and cell line genomic features, predict the synergy score measuring deviation from expected non-interaction effect. (1) Drug 1: CC(C1=C(C=CC(=C1Cl)F)Cl)OC2=C(N=CC(=C2)C3=CN(N=C3)C4CCNCC4)N. Drug 2: CCC1=C2CN3C(=CC4=C(C3=O)COC(=O)C4(CC)O)C2=NC5=C1C=C(C=C5)O. Cell line: SF-539. Synergy scores: CSS=28.0, Synergy_ZIP=-1.55, Synergy_Bliss=-3.83, Synergy_Loewe=-41.6, Synergy_HSA=-3.51. (2) Drug 1: C1CCN(CC1)CCOC2=CC=C(C=C2)C(=O)C3=C(SC4=C3C=CC(=C4)O)C5=CC=C(C=C5)O. Drug 2: CC12CCC3C(C1CCC2OP(=O)(O)O)CCC4=C3C=CC(=C4)OC(=O)N(CCCl)CCCl.[Na+]. Cell line: LOX IMVI. Synergy scores: CSS=4.75, Synergy_ZIP=-4.01, Synergy_Bliss=-4.14, Synergy_Loewe=-1.84, Synergy_HSA=-1.82. (3) Drug 1: C1=CC(=CC=C1C#N)C(C2=CC=C(C=C2)C#N)N3C=NC=N3. Drug 2: CS(=O)(=O)OCCCCOS(=O)(=O)C. Cell line: SK-MEL-28. Synergy scores: CSS=-1.52, Synergy_ZIP=0.837, Synergy_Bliss=0.767, Synergy_Loewe=-1.42, Synergy_HSA=-2.58. (4) Drug 1: CCC1(C2=C(COC1=O)C(=O)N3CC4=CC5=C(C=CC(=C5CN(C)C)O)N=C4C3=C2)O.Cl. Drug 2: COCCOC1=C(C=C2C(=C1)C(=NC=N2)NC3=CC=CC(=C3)C#C)OCCOC.Cl. Cell line: U251. Synergy scores: CSS=40.5, Synergy_ZIP=2.82, Synergy_Bliss=1.79, Synergy_Loewe=-38.3, Synergy_HSA=0.679. (5) Drug 1: CC(C1=C(C=CC(=C1Cl)F)Cl)OC2=C(N=CC(=C2)C3=CN(N=C3)C4CCNCC4)N. Drug 2: CC1=C(C=C(C=C1)NC2=NC=CC(=N2)N(C)C3=CC4=NN(C(=C4C=C3)C)C)S(=O)(=O)N.Cl. Cell line: UACC-257. Synergy scores: CSS=12.3, Synergy_ZIP=1.44, Synergy_Bliss=11.4, Synergy_Loewe=10.0, Synergy_HSA=10.4. (6) Drug 1: CC12CCC3C(C1CCC2O)C(CC4=C3C=CC(=C4)O)CCCCCCCCCS(=O)CCCC(C(F)(F)F)(F)F. Drug 2: CCCCCOC(=O)NC1=NC(=O)N(C=C1F)C2C(C(C(O2)C)O)O. Cell line: IGROV1. Synergy scores: CSS=0.262, Synergy_ZIP=0.724, Synergy_Bliss=1.31, Synergy_Loewe=-2.24, Synergy_HSA=-2.75.